Dataset: Catalyst prediction with 721,799 reactions and 888 catalyst types from USPTO. Task: Predict which catalyst facilitates the given reaction. (1) Reactant: Cl[O-].[Na+].[CH2:4]1[C:12]2[C:7](=[CH:8][C:9]([C:13](=[O:15])C)=[CH:10][CH:11]=2)[CH2:6][CH2:5]1.S(=O)(O)[O-:17].[Na+].Cl. Product: [CH2:4]1[C:12]2[C:7](=[CH:8][C:9]([C:13]([OH:15])=[O:17])=[CH:10][CH:11]=2)[CH2:6][CH2:5]1. The catalyst class is: 6. (2) Reactant: [CH3:1][C@@H:2]1[CH2:7][NH:6][CH2:5][CH2:4][N:3]1C(OC(C)(C)C)=O.CCN(C(C)C)C(C)C.[F:24][C:25]([F:38])([F:37])[O:26][C:27]1[CH:32]=[CH:31][C:30]([S:33](Cl)(=[O:35])=[O:34])=[CH:29][CH:28]=1.Cl.O1CCOCC1. Product: [CH3:1][C@H:2]1[NH:3][CH2:4][CH2:5][N:6]([S:33]([C:30]2[CH:29]=[CH:28][C:27]([O:26][C:25]([F:24])([F:37])[F:38])=[CH:32][CH:31]=2)(=[O:35])=[O:34])[CH2:7]1. The catalyst class is: 34. (3) Reactant: CON(C)[C:4]([C:6]1[C:15](=[O:16])[C:14]2[C:9](=[CH:10][CH:11]=[CH:12][CH:13]=2)[N:8]([CH2:17][C:18]2[CH:23]=[CH:22][CH:21]=[C:20]([Br:24])[N:19]=2)[CH:7]=1)=[O:5].I[C:27]1[CH:28]=[CH:29][C:30]([C:33]([F:36])([F:35])[F:34])=[N:31][CH:32]=1.C([Mg]Cl)(C)C. Product: [Br:24][C:20]1[N:19]=[C:18]([CH2:17][N:8]2[C:9]3[C:14](=[CH:13][CH:12]=[CH:11][CH:10]=3)[C:15](=[O:16])[C:6]([C:4]([C:27]3[CH:32]=[N:31][C:30]([C:33]([F:36])([F:35])[F:34])=[CH:29][CH:28]=3)=[O:5])=[CH:7]2)[CH:23]=[CH:22][CH:21]=1. The catalyst class is: 1. (4) Reactant: Br[C:2]1[CH:3]=[CH:4][C:5]([O:8][C:9]2[CH:10]=[C:11]([CH:15]=[C:16]3[CH2:21][CH2:20][CH:19]([NH:22][C:23]([C:25]4[CH:26]=[N:27][CH:28]=[CH:29][CH:30]=4)=[O:24])[CH2:18][CH2:17]3)[CH:12]=[CH:13][CH:14]=2)=[N:6][CH:7]=1.C1(P([CH:44]2[CH2:49][CH2:48]CCC2)C2CCCCC2)CCCCC1.[O-]P([O-])([O-])=O.[K+].[K+].[K+].C1(B(O)O)CC1. Product: [CH:48]1([C:2]2[CH:3]=[CH:4][C:5]([O:8][C:9]3[CH:10]=[C:11]([CH:15]=[C:16]4[CH2:21][CH2:20][CH:19]([NH:22][C:23]([C:25]5[CH:26]=[N:27][CH:28]=[CH:29][CH:30]=5)=[O:24])[CH2:18][CH2:17]4)[CH:12]=[CH:13][CH:14]=3)=[N:6][CH:7]=2)[CH2:49][CH2:44]1. The catalyst class is: 498. (5) Reactant: [OH:1][CH:2]1[CH2:7][CH2:6][N:5]([C:8]([O:10][C:11]2[CH:12]=[N:13][CH:14]=[CH:15][CH:16]=2)=[O:9])[CH2:4][CH2:3]1.C(N(CC)CC)C.[CH3:24][S:25](Cl)(=[O:27])=[O:26]. Product: [CH3:24][S:25]([O:1][CH:2]1[CH2:3][CH2:4][N:5]([C:8]([O:10][C:11]2[CH:12]=[N:13][CH:14]=[CH:15][CH:16]=2)=[O:9])[CH2:6][CH2:7]1)(=[O:27])=[O:26]. The catalyst class is: 2. (6) Reactant: Br[C:2]1[CH:7]=[CH:6][C:5]([C:8]2[C:14]3[CH:15]=[C:16]([O:21][CH3:22])[C:17]([O:19][CH3:20])=[CH:18][C:13]=3[CH2:12][CH:11]([CH3:23])[N:10]([C:24]([NH:26][CH3:27])=[O:25])[N:9]=2)=[CH:4][CH:3]=1.[CH:28]12[CH2:34][CH:31]([CH2:32][CH2:33]1)[C:30](=[O:35])[NH:29]2.P([O-])([O-])([O-])=O.[K+].[K+].[K+].CN(C)CCN. Product: [CH3:20][O:19][C:17]1[C:16]([O:21][CH3:22])=[CH:15][C:14]2[C:8]([C:5]3[CH:4]=[CH:3][C:2]([N:29]4[C:30](=[O:35])[CH:31]5[CH2:34][CH:28]4[CH2:33][CH2:32]5)=[CH:7][CH:6]=3)=[N:9][N:10]([C:24]([NH:26][CH3:27])=[O:25])[CH:11]([CH3:23])[CH2:12][C:13]=2[CH:18]=1. The catalyst class is: 185. (7) Reactant: [OH:1][C@@H:2]1[CH2:5][C@H:4]([CH2:6][NH:7][C:8](=[O:14])[O:9][C:10]([CH3:13])([CH3:12])[CH3:11])[CH2:3]1.C(N(CC)CC)C.[CH3:22][S:23](Cl)(=[O:25])=[O:24].O. Product: [CH3:22][S:23]([O:1][C@H:2]1[CH2:5][C@@H:4]([CH2:6][NH:7][C:8]([O:9][C:10]([CH3:11])([CH3:13])[CH3:12])=[O:14])[CH2:3]1)(=[O:25])=[O:24]. The catalyst class is: 2.